This data is from Forward reaction prediction with 1.9M reactions from USPTO patents (1976-2016). The task is: Predict the product of the given reaction. (1) Given the reactants [N:1]1[CH:6]=[CH:5][CH:4]=[CH:3][N:2]=1.[Li+].[Cl-].[CH:9]1([C:12]2[N:16](C(OC(C)(C)C)=O)[C:15]3[CH:24]=[C:25]([C:37]4[C:38]([CH3:43])=[N:39][O:40][C:41]=4[CH3:42])[CH:26]=[C:27]([C:28]([CH:30]4[CH2:34][CH2:33][C:32]([CH3:36])([CH3:35])[O:31]4)=[O:29])[C:14]=3[N:13]=2)[CH2:11][CH2:10]1, predict the reaction product. The product is: [CH:9]1([C:12]2[NH:16][C:15]3[CH:24]=[C:25]([C:37]4[C:38]([CH3:43])=[N:39][O:40][C:41]=4[CH3:42])[CH:26]=[C:27]([C:28]([CH:30]4[CH2:34][CH2:33][C:32]([CH3:36])([CH3:35])[O:31]4)([C:6]4[N:1]=[N:2][CH:3]=[CH:4][CH:5]=4)[OH:29])[C:14]=3[N:13]=2)[CH2:11][CH2:10]1. (2) Given the reactants [Cl:1][C:2]1[CH:16]=[CH:15][C:5]2[C:6]3[S:11][C:10]([C:12]#[N:13])=[C:9]([OH:14])[C:7]=3[S:8][C:4]=2[CH:3]=1.C(=O)([O-])[O-].[K+].[K+].Br[CH2:24][C:25]([O:27][CH3:28])=[O:26], predict the reaction product. The product is: [Cl:1][C:2]1[CH:16]=[CH:15][C:5]2[C:6]3[S:11][C:10]([C:12]#[N:13])=[C:9]([O:14][CH2:24][C:25]([O:27][CH3:28])=[O:26])[C:7]=3[S:8][C:4]=2[CH:3]=1. (3) Given the reactants Cl.Cl.[NH2:3][C@H:4]1[CH2:8][CH2:7][N:6]([C@@H:9]([CH2:18][C:19]2[CH:24]=[CH:23][N:22]=[CH:21][CH:20]=2)[C:10]([N:12]2[CH2:17][CH2:16][O:15][CH2:14][CH2:13]2)=[O:11])[C:5]1=[O:25].[Cl:26][C:27]1[S:31][C:30]([CH2:32][CH2:33][S:34](Cl)(=[O:36])=[O:35])=[CH:29][CH:28]=1, predict the reaction product. The product is: [Cl:26][C:27]1[S:31][C:30]([CH2:32][CH2:33][S:34]([NH:3][C@H:4]2[CH2:8][CH2:7][N:6]([C@@H:9]([CH2:18][C:19]3[CH:24]=[CH:23][N:22]=[CH:21][CH:20]=3)[C:10]([N:12]3[CH2:17][CH2:16][O:15][CH2:14][CH2:13]3)=[O:11])[C:5]2=[O:25])(=[O:36])=[O:35])=[CH:29][CH:28]=1. (4) The product is: [Cl:1][C:2]1[CH:3]=[C:4]([C:9]2([C:13]([OH:21])([CH3:22])[CH2:14][N:15]3[CH2:16][CH2:17][CH2:18][CH2:19][CH2:20]3)[CH2:10][CH2:11][CH2:12]2)[CH:5]=[CH:6][C:7]=1[Cl:8]. Given the reactants [Cl:1][C:2]1[CH:3]=[C:4]([C:9]2([C:13](=[O:21])[CH2:14][N:15]3[CH2:20][CH2:19][CH2:18][CH2:17][CH2:16]3)[CH2:12][CH2:11][CH2:10]2)[CH:5]=[CH:6][C:7]=1[Cl:8].[CH3:22][Mg]Br, predict the reaction product. (5) Given the reactants [Na+].[C:2]1([CH2:8][C:9](=[O:13])[C:10]([O-:12])=[O:11])[CH:7]=[CH:6][CH:5]=[CH:4][CH:3]=1.I[CH2:15][CH2:16][CH2:17][CH2:18]I.O1CCCC1.[OH-].[Na+], predict the reaction product. The product is: [O:13]=[C:9]([C:8]1([C:2]2[CH:7]=[CH:6][CH:5]=[CH:4][CH:3]=2)[CH2:18][CH2:17][CH2:16][CH2:15]1)[C:10]([OH:12])=[O:11]. (6) Given the reactants [O:1]1[C:5]2[CH:6]=[CH:7][CH:8]=[CH:9][C:4]=2[N:3]=[C:2]1[C:10]1[CH:15]=[CH:14][C:13]([OH:16])=[CH:12][CH:11]=1.[CH2:17](Br)[C:18]#[CH:19].C([O-])([O-])=O.[Na+].[Na+], predict the reaction product. The product is: [CH2:19]([O:16][C:13]1[CH:14]=[CH:15][C:10]([C:2]2[O:1][C:5]3[CH:6]=[CH:7][CH:8]=[CH:9][C:4]=3[N:3]=2)=[CH:11][CH:12]=1)[C:18]#[CH:17].